Dataset: Forward reaction prediction with 1.9M reactions from USPTO patents (1976-2016). Task: Predict the product of the given reaction. Given the reactants [N:1]1[CH:6]=[CH:5][CH:4]=[C:3]([O:7][C:8]2[CH:13]=[CH:12][C:11]([S:14]([C:17]3([C:30]([O:32]CC)=[O:31])[CH2:22][CH2:21][N:20]([C:23]([O:25][C:26]([CH3:29])([CH3:28])[CH3:27])=[O:24])[CH2:19][CH2:18]3)(=[O:16])=[O:15])=[CH:10][CH:9]=2)[CH:2]=1.[OH-].[K+], predict the reaction product. The product is: [C:26]([O:25][C:23]([N:20]1[CH2:21][CH2:22][C:17]([S:14]([C:11]2[CH:10]=[CH:9][C:8]([O:7][C:3]3[CH:2]=[N:1][CH:6]=[CH:5][CH:4]=3)=[CH:13][CH:12]=2)(=[O:15])=[O:16])([C:30]([OH:32])=[O:31])[CH2:18][CH2:19]1)=[O:24])([CH3:29])([CH3:27])[CH3:28].